This data is from Forward reaction prediction with 1.9M reactions from USPTO patents (1976-2016). The task is: Predict the product of the given reaction. Given the reactants [F:1][C:2]1[CH:7]=[C:6]([F:8])[CH:5]=[CH:4][C:3]=1[C@@:9]1([CH2:13][N:14]2[CH:18]=[N:17][CH:16]=[N:15]2)[C@H:11]([CH3:12])[O:10]1.C([S:22][C@H:23]1[CH2:28][CH2:27][C@H:26](/[CH:29]=[CH:30]/[CH:31]=[CH:32]/[C:33]2[CH:38]=[CH:37][C:36]([C:39]([F:42])([F:41])[F:40])=[CH:35][CH:34]=2)[CH2:25][CH2:24]1)(=O)C, predict the reaction product. The product is: [F:1][C:2]1[CH:7]=[C:6]([F:8])[CH:5]=[CH:4][C:3]=1[C@:9]([OH:10])([C@H:11]([S:22][C@H:23]1[CH2:28][CH2:27][C@H:26](/[CH:29]=[CH:30]/[CH:31]=[CH:32]/[C:33]2[CH:34]=[CH:35][C:36]([C:39]([F:40])([F:41])[F:42])=[CH:37][CH:38]=2)[CH2:25][CH2:24]1)[CH3:12])[CH2:13][N:14]1[CH:18]=[N:17][CH:16]=[N:15]1.